Task: Predict the product of the given reaction.. Dataset: Forward reaction prediction with 1.9M reactions from USPTO patents (1976-2016) (1) Given the reactants [CH3:1][C:2]1[CH:11]=[CH:10][C:9]2[C:4](=[CH:5][C:6]([OH:12])=[CH:7][CH:8]=2)[N:3]=1.[Cl:13]N1C(=O)CCC1=O, predict the reaction product. The product is: [Cl:13][C:5]1[C:6]([OH:12])=[CH:7][CH:8]=[C:9]2[C:4]=1[N:3]=[C:2]([CH3:1])[CH:11]=[CH:10]2. (2) Given the reactants [CH3:1][O:2][C:3]1[CH:4]=[C:5]2[C:10](=[CH:11][C:12]=1[O:13][CH3:14])[N:9]=[CH:8][CH:7]=[C:6]2[O:15][C:16]1[CH:22]=[CH:21][C:19]([NH2:20])=[C:18]([F:23])[CH:17]=1.ClC(Cl)(O[C:28](=[O:34])OC(Cl)(Cl)Cl)Cl.[NH2:36][N:37]1[CH2:42][CH2:41][CH2:40][CH2:39][CH2:38]1.C(=O)(O)[O-].[Na+], predict the reaction product. The product is: [CH3:1][O:2][C:3]1[CH:4]=[C:5]2[C:10](=[CH:11][C:12]=1[O:13][CH3:14])[N:9]=[CH:8][CH:7]=[C:6]2[O:15][C:16]1[CH:22]=[CH:21][C:19]([NH:20][C:28]([NH:36][N:37]2[CH2:42][CH2:41][CH2:40][CH2:39][CH2:38]2)=[O:34])=[C:18]([F:23])[CH:17]=1. (3) Given the reactants [CH2:1]([O:5][C:6]([C:8]1[C:18]2[O:17][C:16]3[C:19]([CH:25]=O)=[C:20]([OH:24])[CH:21]=[C:22]([CH3:23])[C:15]=3[C:14](=[O:27])[O:13][C:12]=2[C:11]([CH3:28])=[C:10]([O:29][CH3:30])[CH:9]=1)=[O:7])[CH2:2][CH2:3]C.[N:31]1([CH2:37][CH2:38][NH2:39])[CH2:36][CH2:35][O:34][CH2:33][CH2:32]1, predict the reaction product. The product is: [CH2:1]([O:5][C:6]([C:8]1[C:18]2[O:17][C:16]3[C:19]([CH2:25][NH:39][CH2:38][CH2:37][N:31]4[CH2:36][CH2:35][O:34][CH2:33][CH2:32]4)=[C:20]([OH:24])[CH:21]=[C:22]([CH3:23])[C:15]=3[C:14](=[O:27])[O:13][C:12]=2[C:11]([CH3:28])=[C:10]([O:29][CH3:30])[CH:9]=1)=[O:7])[CH2:2][CH3:3]. (4) Given the reactants [O:1]1[CH2:6][CH2:5][CH2:4][CH2:3][CH:2]1[O:7][NH:8][C:9]([C:11]1[CH:12]=[C:13]2[C:18](=[CH:19][CH:20]=1)[CH2:17][NH:16][CH2:15][CH2:14]2)=[O:10].[N:21]1[CH:26]=[CH:25][CH:24]=[C:23]([CH2:27][CH2:28][C:29](O)=[O:30])[CH:22]=1.C1C=CC2N(O)N=NC=2C=1.C(Cl)CCl, predict the reaction product. The product is: [N:21]1[CH:26]=[CH:25][CH:24]=[C:23]([CH2:27][CH2:28][C:29]([N:16]2[CH2:15][CH2:14][C:13]3[C:18](=[CH:19][CH:20]=[C:11]([C:9]([NH:8][O:7][CH:2]4[CH2:3][CH2:4][CH2:5][CH2:6][O:1]4)=[O:10])[CH:12]=3)[CH2:17]2)=[O:30])[CH:22]=1. (5) Given the reactants [Cl:1][C:2]1[CH:3]=[C:4]([NH:9][C:10]2[C:19]3[C:14](=[CH:15][C:16]([O:34][CH2:35][CH:36]4[CH2:38][CH2:37]4)=[C:17]([NH:20][C:21](=[O:33])[CH:22]=[CH:23][CH2:24][N:25]4[CH2:30][C@@H:29]([CH3:31])[O:28][C:27](=[O:32])[CH2:26]4)[CH:18]=3)[N:13]=[CH:12][N:11]=2)[CH:5]=[CH:6][C:7]=1[F:8].Cl.[OH-:40].[Na+], predict the reaction product. The product is: [Cl:1][C:2]1[CH:3]=[C:4]([NH:9][C:10]2[C:19]3[C:14](=[CH:15][C:16]([O:34][CH2:35][CH:36]4[CH2:38][CH2:37]4)=[C:17]([NH:20][C:21](=[O:33])[CH:22]=[CH:23][CH2:24][N:25]([CH2:26][C:27]([OH:28])=[O:32])[CH2:30][C@H:29]([OH:40])[CH3:31])[CH:18]=3)[N:13]=[CH:12][N:11]=2)[CH:5]=[CH:6][C:7]=1[F:8].